This data is from Peptide-MHC class I binding affinity with 185,985 pairs from IEDB/IMGT. The task is: Regression. Given a peptide amino acid sequence and an MHC pseudo amino acid sequence, predict their binding affinity value. This is MHC class I binding data. (1) The peptide sequence is SQGAGWSLK. The MHC is HLA-A11:01 with pseudo-sequence HLA-A11:01. The binding affinity (normalized) is 0.598. (2) The peptide sequence is YTVKYPNR. The MHC is H-2-Db with pseudo-sequence H-2-Db. The binding affinity (normalized) is 0. (3) The peptide sequence is KLLPVHYYM. The MHC is HLA-B15:17 with pseudo-sequence HLA-B15:17. The binding affinity (normalized) is 0.631. (4) The peptide sequence is FYPEKSTVI. The MHC is HLA-A23:01 with pseudo-sequence HLA-A23:01. The binding affinity (normalized) is 0.409. (5) The peptide sequence is EVAEKDAMY. The MHC is HLA-A23:01 with pseudo-sequence HLA-A23:01. The binding affinity (normalized) is 0.0847. (6) The peptide sequence is YRKPSGGVF. The MHC is HLA-B27:05 with pseudo-sequence HLA-B27:05. The binding affinity (normalized) is 0.497. (7) The MHC is HLA-A31:01 with pseudo-sequence HLA-A31:01. The peptide sequence is MVGLLSNSPH. The binding affinity (normalized) is 0.263.